Dataset: Forward reaction prediction with 1.9M reactions from USPTO patents (1976-2016). Task: Predict the product of the given reaction. (1) The product is: [C:1]([O:5][C:6]([N:8]1[CH2:13][CH2:12][N:11]([CH2:14][CH2:15][N:16]([CH3:30])[C:17]2[CH:22]=[CH:21][N:20]=[CH:19][CH:18]=2)[C:10](=[O:27])[CH2:9]1)=[O:7])([CH3:4])([CH3:3])[CH3:2]. Given the reactants [C:1]([O:5][C:6]([N:8]1[CH2:13][CH2:12][N:11]([CH2:14][CH2:15][NH:16][C:17]2[C:22](Cl)=[C:21](Cl)[N:20]=[C:19](Cl)[C:18]=2Cl)[C:10](=[O:27])[CH2:9]1)=[O:7])([CH3:4])([CH3:3])[CH3:2].[H-].[Na+].[CH3:30]I.C[O-].[Na+].[H][H], predict the reaction product. (2) Given the reactants [OH-].[K+].[CH3:3]I.[Cl:5][C:6]1[CH:11]=[CH:10][N:9]=[C:8]2[N:12]([S:28]([C:31]3[CH:36]=[CH:35][C:34]([CH3:37])=[CH:33][CH:32]=3)(=[O:30])=[O:29])[C:13]([C:15]3[C:19]4=[N:20][C:21]([O:26][CH3:27])=[C:22]([O:24][CH3:25])[CH:23]=[C:18]4[NH:17][CH:16]=3)=[CH:14][C:7]=12, predict the reaction product. The product is: [Cl:5][C:6]1[CH:11]=[CH:10][N:9]=[C:8]2[N:12]([S:28]([C:31]3[CH:36]=[CH:35][C:34]([CH3:37])=[CH:33][CH:32]=3)(=[O:29])=[O:30])[C:13]([C:15]3[C:19]4=[N:20][C:21]([O:26][CH3:27])=[C:22]([O:24][CH3:25])[CH:23]=[C:18]4[N:17]([CH3:3])[CH:16]=3)=[CH:14][C:7]=12.